Dataset: Forward reaction prediction with 1.9M reactions from USPTO patents (1976-2016). Task: Predict the product of the given reaction. (1) Given the reactants C[O:2][C:3](=[O:37])[CH2:4][CH2:5][C@H:6]([C@@H:8]1[C@:25]2([CH3:26])[C:11]([C:12]3[CH2:13][CH2:14][C@@H:15]4[C@:20]([C:22]=3[CH2:23][CH2:24]2)([CH3:21])[CH2:19][CH2:18][C@H:17]([O:27][Si:28]([C:31]([CH3:34])([CH3:33])[CH3:32])([CH3:30])[CH3:29])[C:16]4([CH3:36])[CH3:35])=[CH:10][CH2:9]1)[CH3:7].[OH-].[Na+], predict the reaction product. The product is: [Si:28]([O:27][C@H:17]1[CH2:18][CH2:19][C@@:20]2([CH3:21])[C@@H:15]([CH2:14][CH2:13][C:12]3[C:11]4[C@:25]([CH3:26])([CH2:24][CH2:23][C:22]=32)[C@@H:8]([C@H:6]([CH3:7])[CH2:5][CH2:4][C:3]([OH:37])=[O:2])[CH2:9][CH:10]=4)[C:16]1([CH3:35])[CH3:36])([C:31]([CH3:34])([CH3:32])[CH3:33])([CH3:30])[CH3:29]. (2) The product is: [CH3:20][O:19][C:13]1[CH:12]=[C:11]([C:8]2[CH:9]=[CH:10][C:5]3[N:6]([C:2]([C:23]4[CH:24]=[CH:25][C:26]([S:29]([N:32]([CH3:34])[CH3:33])(=[O:30])=[O:31])=[CH:27][CH:28]=4)=[C:3]([CH3:21])[N:4]=3)[N:7]=2)[CH:16]=[CH:15][C:14]=1[O:17][CH3:18]. Given the reactants Br[C:2]1[N:6]2[N:7]=[C:8]([C:11]3[CH:16]=[CH:15][C:14]([O:17][CH3:18])=[C:13]([O:19][CH3:20])[CH:12]=3)[CH:9]=[CH:10][C:5]2=[N:4][C:3]=1[CH3:21].B(O)(O)[C:23]1[CH:28]=[CH:27][C:26]([S:29]([N:32]([CH3:34])[CH3:33])(=[O:31])=[O:30])=[CH:25][CH:24]=1.C([O-])([O-])=O.[K+].[K+], predict the reaction product.